Dataset: Experimentally validated miRNA-target interactions with 360,000+ pairs, plus equal number of negative samples. Task: Binary Classification. Given a miRNA mature sequence and a target amino acid sequence, predict their likelihood of interaction. (1) The miRNA is mmu-miR-345-3p with sequence CCUGAACUAGGGGUCUGGAGAC. The protein sequence of the target gene is MAEAEGESLESWLNKATNPSNRQEDWEYIIGFCDQINKELEGPQIAVRLLAHKIQSPQEWEAVQALTVLEACMKNCGRRLHNEVGKFRFLNELIKVVSPKYLGDRVSEKVKTKVIELLFSWTLALPEEAKIKDAYHMLKRQGIVQSDPPIPMDRTLIPSPPPRPKNPVFDDEEKSKLLARLLKSKNPDDLQEANRLIKSMVKEDEARIQKVTKRLHTLEEVNNNVKLLHEMLLHYSQEYSSDADKELMKELFDRCENKRRTLFKLASETEDNDNSLGDILQASDNLSRVINSYKTIIEGQ.... Result: 0 (no interaction). (2) The miRNA is hsa-miR-6735-5p with sequence CAGGGCAGAGGGCACAGGAAUCUGA. The protein sequence of the target gene is MSQVAAESTAGLDQQFVGLDLKSSDNQNGGGNTESKGRYIPPHLRNRETSKGVCDKDSSGWSCSKDKDAYSSFGSRDSRGKPNYFSDRGSGSRGRFDDHGRNDYDGIGGRDRTGFGKFERSGHSRWSDRSDEDDWSKPLPPSERLEQELFSGGNTGINFEKYDDIPVEATGNNCPPHIENFSDIEMGEIIMGNIELTRYTRPTPVQKHAIPIIKEKRDLMACAQTGSGKTAAFLLPILSQIYTDGPGEALKAMKENGRYGRRKQYPISLVLAPTRELAVQIYEEARKFSYRSRVRPCVVY.... Result: 0 (no interaction). (3) The miRNA is hsa-miR-647 with sequence GUGGCUGCACUCACUUCCUUC. The protein sequence of the target gene is MDLPVDEWKSYLLKKWASLPKSVQDTISTAETLSDIFLPSSSLLQPEDEMFLKELSSSYSVEKDNDAPLFYREEGNRKFQEKEYTDAAVLYSKGVSHSRPNTEDISLCYANRSAALFHLGQYEACLKDIVEAGMHGYPERLQPKMMVRKTECLVNLGRLQEARQTISDLESSLTAKPTLVLSSYQILQRNVQHLKIKIQEKETLPEPIPAALTNAFEDIALGEENTQISGASLSVSLCTHPLKGRHLVATKDILPGELLVKEDAFVSVLIPGEMPRPHHCLENKWDTRVTSGDLYCHRCL.... Result: 0 (no interaction). (4) The miRNA is cel-miR-73-3p with sequence UGGCAAGAUGUAGGCAGUUCAGU. The protein sequence of the target gene is MEFSIRKSPLSVQKVVKCMKMKQTPEILGSANGKTQNCEVNHECSVFLSKAQLSNSLQEGVMQKFNGHDALPFLPAEKLKDLTSCVFNGEPGAHDTKLCFEAQEVKGIGTPPNTTPIKNGSPEIKLKITKTYMNGKPLFESSICGDGAADVSQSEENEQKSDNKTRRNRKRSIKYDSLLEQGLVEAALVSKISSPADKKIPVKKESCPNTGRDRDLLLKYNVGDLVWSKVSGYPWWPCMVSADPLLHNHTKLKGQKKSARQYHVQFFGDAPERAWIFEKSLVAFEGEEQFEKLCQESAKQ.... Result: 0 (no interaction).